Task: Predict the product of the given reaction.. Dataset: Forward reaction prediction with 1.9M reactions from USPTO patents (1976-2016) (1) Given the reactants COC1C=CC(C[N:8]2[C:12]([S:13][C:14]([CH3:21])([CH3:20])[C:15]([O:17][CH2:18][CH3:19])=[O:16])=[N:11][N:10]=[N:9]2)=CC=1, predict the reaction product. The product is: [CH3:21][C:14]([S:13][C:12]1[NH:11][N:10]=[N:9][N:8]=1)([CH3:20])[C:15]([O:17][CH2:18][CH3:19])=[O:16]. (2) Given the reactants [CH3:1][O:2][C:3]([C:5]1[S:6][C:7]([C:11]2[CH:16]=[CH:15][CH:14]=[C:13]([Cl:17])[CH:12]=2)=[CH:8][C:9]=1[NH2:10])=[O:4].Cl[C:19]([O:21][CH2:22][CH:23]=[CH2:24])=[O:20], predict the reaction product. The product is: [CH3:1][O:2][C:3]([C:5]1[S:6][C:7]([C:11]2[CH:16]=[CH:15][CH:14]=[C:13]([Cl:17])[CH:12]=2)=[CH:8][C:9]=1[NH:10][C:19]([O:21][CH2:22][CH:23]=[CH2:24])=[O:20])=[O:4]. (3) Given the reactants [C:1]([C:5]1[CH:10]=[CH:9][CH:8]=[C:7]([C:11]([CH3:14])([CH3:13])[CH3:12])[C:6]=1[OH:15])([CH3:4])([CH3:3])[CH3:2].C(=O)([O-])[O-].[K+].[K+].F[C:23]1[CH:28]=[CH:27][C:26]([N+:29]([O-:31])=[O:30])=[CH:25][CH:24]=1, predict the reaction product. The product is: [C:11]([C:7]1[CH:8]=[C:9]([C:23]2[CH:28]=[CH:27][C:26]([N+:29]([O-:31])=[O:30])=[CH:25][CH:24]=2)[CH:10]=[C:5]([C:1]([CH3:4])([CH3:3])[CH3:2])[C:6]=1[OH:15])([CH3:14])([CH3:13])[CH3:12]. (4) Given the reactants [C:1]([C:8]1[CH:32]=[CH:31][CH:30]=[CH:29][C:9]=1[CH2:10][C@@H:11]([C:13]([C:15]1[CH:20]=[C:19]([CH3:21])[CH:18]=[C:17]([CH3:22])[C:16]=1[C:23]([CH3:28])([CH3:27])[CH2:24][CH2:25][OH:26])=[O:14])[NH2:12])([O:3][C:4]([CH3:7])([CH3:6])[CH3:5])=[O:2].C1C=C[NH+]=CC=1.[O-:39][Cr](Cl)(=O)=O.Cl([O-])=O.[Na+].S([O-])([O-])=O.[Na+].[Na+].OCl.OO.Cl, predict the reaction product. The product is: [C:1]([C:8]1[CH:32]=[CH:31][CH:30]=[CH:29][C:9]=1[CH2:10][C@@H:11]([C:13]([C:15]1[CH:20]=[C:19]([CH3:21])[CH:18]=[C:17]([CH3:22])[C:16]=1[C:23]([CH3:27])([CH3:28])[CH2:24][C:25]([OH:39])=[O:26])=[O:14])[NH2:12])([O:3][C:4]([CH3:7])([CH3:5])[CH3:6])=[O:2]. (5) Given the reactants [CH3:1][O:2][C:3]1[CH:4]=[C:5]2[C:9](=[CH:10][CH:11]=1)[N:8]([CH2:12][CH2:13][N:14]1[CH2:19][CH2:18][NH:17][CH2:16][CH2:15]1)[C:7]([C:20]1[C:21]([CH3:27])=[N:22][N:23]([CH3:26])[C:24]=1[CH3:25])=[C:6]2[CH:28]=O.[CH3:30][NH:31][C:32]([NH:34][C:35]1[CH:36]=[CH:37][C:38]2[O:42][CH2:41][C:40](=[O:43])[C:39]=2[CH:44]=1)=[O:33].C([O-])([O-])=O.[Na+].[Na+].CCOC(C)=O, predict the reaction product. The product is: [CH3:1][O:2][C:3]1[CH:4]=[C:5]2[C:9](=[CH:10][CH:11]=1)[N:8]([CH2:12][CH2:13][N:14]1[CH2:19][CH2:18][NH:17][CH2:16][CH2:15]1)[C:7]([C:20]1[C:21]([CH3:27])=[N:22][N:23]([CH3:26])[C:24]=1[CH3:25])=[C:6]2/[CH:28]=[C:41]1\[O:42][C:38]2[CH:37]=[CH:36][C:35]([NH:34][C:32]([NH:31][CH3:30])=[O:33])=[CH:44][C:39]=2[C:40]\1=[O:43]. (6) Given the reactants [Cl:1][C:2]1[C:7](=[O:8])[N:6]([CH3:9])[CH:5]=[C:4]([NH:10][CH:11]([C:31]2[CH:36]=[CH:35][C:34]([Cl:37])=[CH:33][CH:32]=2)[C:12]2[C:13]([CH3:30])=[N:14][N:15]([C:20]3[C:21]([O:28][CH3:29])=[N:22][C:23]([O:26][CH3:27])=[N:24][CH:25]=3)[C:16]=2[C:17](O)=[O:18])[CH:3]=1, predict the reaction product. The product is: [Cl:1][C:2]1[C:7](=[O:8])[N:6]([CH3:9])[CH:5]=[C:4]([N:10]2[CH:11]([C:31]3[CH:36]=[CH:35][C:34]([Cl:37])=[CH:33][CH:32]=3)[C:12]3[C:13]([CH3:30])=[N:14][N:15]([C:20]4[C:21]([O:28][CH3:29])=[N:22][C:23]([O:26][CH3:27])=[N:24][CH:25]=4)[C:16]=3[C:17]2=[O:18])[CH:3]=1. (7) Given the reactants Br[C:2]1[CH:7]=[CH:6][N:5]=[C:4]([CH:8]=[O:9])[CH:3]=1.[CH3:10][O:11][C:12]1[CH:13]=[C:14](B(O)O)[CH:15]=[CH:16][CH:17]=1, predict the reaction product. The product is: [CH3:10][O:11][C:12]1[CH:17]=[C:16]([C:2]2[CH:7]=[CH:6][N:5]=[C:4]([CH:8]=[O:9])[CH:3]=2)[CH:15]=[CH:14][CH:13]=1.